This data is from Forward reaction prediction with 1.9M reactions from USPTO patents (1976-2016). The task is: Predict the product of the given reaction. (1) Given the reactants I[C:2]1[N:3]=[C:4]([CH:11]([CH3:13])[CH3:12])[N:5]2[CH:10]=[CH:9][N:8]=[CH:7][C:6]=12.[C:14]1([C:20](=[N:27][C:28]2[CH:29]=[C:30]([CH:37]=[CH:38][N:39]=2)[C:31](N(OC)C)=[O:32])[C:21]2[CH:26]=[CH:25][CH:24]=[CH:23][CH:22]=2)[CH:19]=[CH:18][CH:17]=[CH:16][CH:15]=1.[Li]CCCC, predict the reaction product. The product is: [C:14]1([C:20](=[N:27][C:28]2[CH:29]=[C:30]([C:31]([C:2]3[N:3]=[C:4]([CH:11]([CH3:13])[CH3:12])[N:5]4[CH:10]=[CH:9][N:8]=[CH:7][C:6]=34)=[O:32])[CH:37]=[CH:38][N:39]=2)[C:21]2[CH:26]=[CH:25][CH:24]=[CH:23][CH:22]=2)[CH:15]=[CH:16][CH:17]=[CH:18][CH:19]=1. (2) Given the reactants [C:1]([N:9]([CH2:11][C:12]1[CH:13]=[C:14]([C:18]2[CH:23]=[CH:22][C:21]([CH:24]=[C:25]([CH2:30][C:31]([O:33][CH2:34][CH3:35])=[O:32])[C:26]([O:28][CH3:29])=[O:27])=[CH:20][CH:19]=2)[CH:15]=[CH:16][CH:17]=1)[CH3:10])(=[O:8])[CH2:2][CH2:3][CH2:4][CH2:5][CH2:6][CH3:7], predict the reaction product. The product is: [C:1]([N:9]([CH2:11][C:12]1[CH:13]=[C:14]([C:18]2[CH:23]=[CH:22][C:21]([CH2:24][CH:25]([CH2:30][C:31]([O:33][CH2:34][CH3:35])=[O:32])[C:26]([O:28][CH3:29])=[O:27])=[CH:20][CH:19]=2)[CH:15]=[CH:16][CH:17]=1)[CH3:10])(=[O:8])[CH2:2][CH2:3][CH2:4][CH2:5][CH2:6][CH3:7]. (3) Given the reactants [F:1][C:2]1[CH:45]=[CH:44][C:5]([CH2:6][C:7]2[CH:43]=[CH:42][CH:41]=[CH:40][C:8]=2[CH2:9][O:10][CH2:11][CH:12]2[CH2:39][CH2:38][C:15]3[N:16](C(C4C=CC=CC=4)(C4C=CC=CC=4)C4C=CC=CC=4)[CH:17]=[N:18][C:14]=3[CH2:13]2)=[CH:4][CH:3]=1.FC1C=CC(CC2C=CC=CC=2COCC2CCC3N=CN(C(C4C=CC=CC=4)(C4C=CC=CC=4)C4C=CC=CC=4)C=3C2)=CC=1.Cl.C(OCC)(=O)C, predict the reaction product. The product is: [F:1][C:2]1[CH:3]=[CH:4][C:5]([CH2:6][C:7]2[CH:43]=[CH:42][CH:41]=[CH:40][C:8]=2[CH2:9][O:10][CH2:11][CH:12]2[CH2:39][CH2:38][C:15]3[NH:16][CH:17]=[N:18][C:14]=3[CH2:13]2)=[CH:44][CH:45]=1. (4) Given the reactants [Br:1][C:2]1[C:3]([CH3:17])=[C:4]([N:8]2[C:12](=[O:13])[CH2:11][CH:10]([C:14](O)=[O:15])[CH2:9]2)[CH:5]=[CH:6][CH:7]=1.C(Cl)CCl.C1C=CC2N(O)N=[N:28]C=2C=1.N, predict the reaction product. The product is: [Br:1][C:2]1[C:3]([CH3:17])=[C:4]([N:8]2[C:12](=[O:13])[CH2:11][CH:10]([C:14]([NH2:28])=[O:15])[CH2:9]2)[CH:5]=[CH:6][CH:7]=1. (5) Given the reactants [CH2:1]([O:8][C:9]1[C:14]([CH2:15][N:16]2[CH2:25][CH2:24][C:23]3[C:18](=[C:19]([Cl:28])[C:20](Br)=[CH:21][C:22]=3[Cl:26])[C:17]2=[O:29])=[C:13]([O:30][CH3:31])[CH:12]=[C:11]([CH3:32])[N:10]=1)[C:2]1[CH:7]=[CH:6][CH:5]=[CH:4][CH:3]=1.[Cl-].[Li+].C([Mg]Cl)(C)C.[O:40]1[CH2:43][CH:42]([CH:44]=[O:45])[CH2:41]1, predict the reaction product. The product is: [CH2:1]([O:8][C:9]1[C:14]([CH2:15][N:16]2[CH2:25][CH2:24][C:23]3[C:18](=[C:19]([Cl:28])[C:20]([CH:44]([OH:45])[CH:42]4[CH2:43][O:40][CH2:41]4)=[CH:21][C:22]=3[Cl:26])[C:17]2=[O:29])=[C:13]([O:30][CH3:31])[CH:12]=[C:11]([CH3:32])[N:10]=1)[C:2]1[CH:7]=[CH:6][CH:5]=[CH:4][CH:3]=1.